From a dataset of Reaction yield outcomes from USPTO patents with 853,638 reactions. Predict the reaction yield, written as a fraction of the theoretical maximum amount of product (1.0 means a 100% yield; for example, 0.34 means a 34% yield). (1) The reactants are [CH2:1]([O:5][C:6]1[CH:10]=[C:9]([CH2:11][CH2:12][C:13](O)=[O:14])[N:8]([CH2:16][C:17]2[CH:22]=[CH:21][C:20]([C:23]([F:26])([F:25])[F:24])=[CH:19][C:18]=2[Cl:27])[N:7]=1)[CH2:2][CH2:3][CH3:4].[CH2:28]([S:33]([NH2:36])(=[O:35])=[O:34])[CH2:29][CH2:30][CH2:31][CH3:32].N12CCCN=C1CCCCC2. The catalyst is CN(C)C=O. The product is [CH2:1]([O:5][C:6]1[CH:10]=[C:9]([CH2:11][CH2:12][C:13]([NH:36][S:33]([CH2:28][CH2:29][CH2:30][CH2:31][CH3:32])(=[O:35])=[O:34])=[O:14])[N:8]([CH2:16][C:17]2[CH:22]=[CH:21][C:20]([C:23]([F:26])([F:25])[F:24])=[CH:19][C:18]=2[Cl:27])[N:7]=1)[CH2:2][CH2:3][CH3:4]. The yield is 0.400. (2) The reactants are [CH2:1]([N:8]1[CH2:13][CH2:12][C:11](=O)[CH:10]([CH2:15][C:16](=[O:23])[C:17]2[CH:22]=[CH:21][CH:20]=[CH:19][CH:18]=2)[CH2:9]1)[C:2]1[CH:7]=[CH:6][CH:5]=[CH:4][CH:3]=1. The yield is 0.667. The product is [CH2:1]([N:8]1[CH2:13][CH2:12][C:11]2[O:23][C:16]([C:17]3[CH:18]=[CH:19][CH:20]=[CH:21][CH:22]=3)=[CH:15][C:10]=2[CH2:9]1)[C:2]1[CH:3]=[CH:4][CH:5]=[CH:6][CH:7]=1. The catalyst is Cl. (3) The reactants are [Cl:1][C:2]1[C:7]([OH:8])=[CH:6][CH:5]=[CH:4][N:3]=1.Br[CH2:10][CH2:11][CH2:12][CH2:13][O:14][C:15]1[CH:20]=[CH:19][C:18]([C:21](=[O:26])[CH2:22][CH:23]([CH3:25])[CH3:24])=[C:17]([OH:27])[C:16]=1[CH3:28].C(=O)([O-])[O-].[Cs+].[Cs+]. The catalyst is CC(C)=O. The product is [Cl:1][C:2]1[C:7]([O:8][CH2:10][CH2:11][CH2:12][CH2:13][O:14][C:15]2[CH:20]=[CH:19][C:18]([C:21](=[O:26])[CH2:22][CH:23]([CH3:24])[CH3:25])=[C:17]([OH:27])[C:16]=2[CH3:28])=[CH:6][CH:5]=[CH:4][N:3]=1. The yield is 0.550. (4) The reactants are B(F)(F)F.CCOCC.[CH3:10][S:11]([C:14]1[N:19]=[C:18]([CH3:20])[C:17](N)=[CH:16][CH:15]=1)(=[O:13])=[O:12].N(OC(C)(C)C)=O.[C:29]([O:32]C(=O)C)(=[O:31])[CH3:30]. The catalyst is CN(C)C=O.COCCOC.CCCCCC. The product is [CH3:10][S:11]([C:14]1[N:19]=[C:18]([CH3:20])[C:17]([O:32][C:29](=[O:31])[CH3:30])=[CH:16][CH:15]=1)(=[O:13])=[O:12]. The yield is 0.410. (5) The reactants are Br[C:2]1[CH:3]=[C:4]([N:22]([CH:24]2[CH2:29][CH2:28][CH2:27][CH2:26][CH2:25]2)[CH3:23])[C:5]([CH3:21])=[C:6]([CH:20]=1)[C:7]([NH:9][CH2:10][C:11]1[C:12](=[O:19])[NH:13][C:14]([CH3:18])=[CH:15][C:16]=1[CH3:17])=[O:8].[O:30]1[CH2:35][CH2:34][N:33]([CH2:36][C:37]2[CH:42]=[CH:41][C:40](B(O)O)=[CH:39][CH:38]=2)[CH2:32][CH2:31]1.C([O-])([O-])=O.[Na+].[Na+]. The catalyst is O1CCOCC1.O.O.C1C=CC([P]([Pd]([P](C2C=CC=CC=2)(C2C=CC=CC=2)C2C=CC=CC=2)([P](C2C=CC=CC=2)(C2C=CC=CC=2)C2C=CC=CC=2)[P](C2C=CC=CC=2)(C2C=CC=CC=2)C2C=CC=CC=2)(C2C=CC=CC=2)C2C=CC=CC=2)=CC=1. The product is [CH:24]1([N:22]([CH3:23])[C:4]2[C:5]([CH3:21])=[C:6]([C:7]([NH:9][CH2:10][C:11]3[C:12](=[O:19])[NH:13][C:14]([CH3:18])=[CH:15][C:16]=3[CH3:17])=[O:8])[CH:20]=[C:2]([C:40]3[CH:39]=[CH:38][C:37]([CH2:36][N:33]4[CH2:34][CH2:35][O:30][CH2:31][CH2:32]4)=[CH:42][CH:41]=3)[CH:3]=2)[CH2:29][CH2:28][CH2:27][CH2:26][CH2:25]1. The yield is 0.290. (6) The reactants are [NH2-].[Na+].[CH3:3][O:4][C:5]1[CH:10]=[C:9]([CH3:11])[CH:8]=[CH:7][N:6]=1.Cl[CH2:13][C:14]([O-:16])=[O:15].[Na+].[Cl-].[NH4+]. The catalyst is N. The product is [CH3:3][O:4][C:5]1[CH:10]=[C:9]([CH2:11][CH2:13][C:14]([OH:16])=[O:15])[CH:8]=[CH:7][N:6]=1. The yield is 0.240. (7) The reactants are [N:1]([CH2:4][CH2:5][CH3:6])=[C:2]=[O:3].[C:7]([C:11]1[CH:12]=[C:13]([C:21]2[S:25][C:24]([CH2:26][CH2:27][C:28]3[CH:33]=[CH:32][C:31]([NH2:34])=[CH:30][CH:29]=3)=[N:23][N:22]=2)[CH:14]=[C:15]([C:17]([CH3:20])([CH3:19])[CH3:18])[CH:16]=1)([CH3:10])([CH3:9])[CH3:8]. The catalyst is C1COCC1. The product is [C:17]([C:15]1[CH:14]=[C:13]([C:21]2[S:25][C:24]([CH2:26][CH2:27][C:28]3[CH:29]=[CH:30][C:31]([NH:34][C:2]([NH:1][CH2:4][CH2:5][CH3:6])=[O:3])=[CH:32][CH:33]=3)=[N:23][N:22]=2)[CH:12]=[C:11]([C:7]([CH3:8])([CH3:9])[CH3:10])[CH:16]=1)([CH3:20])([CH3:19])[CH3:18]. The yield is 0.750.